Dataset: Full USPTO retrosynthesis dataset with 1.9M reactions from patents (1976-2016). Task: Predict the reactants needed to synthesize the given product. (1) Given the product [F:8][C:4]1[CH:5]=[CH:6][CH:7]=[C:2]([F:1])[C:3]=1[N:9]1[C:17]2[CH:16]=[CH:15][N:14]=[C:13]([O:18][CH3:19])[C:12]=2[C:11]([C:20]2[CH:21]=[CH:22][C:23]([C:24]([NH:38][CH3:36])=[O:25])=[CH:27][CH:28]=2)=[N:10]1, predict the reactants needed to synthesize it. The reactants are: [F:1][C:2]1[CH:7]=[CH:6][CH:5]=[C:4]([F:8])[C:3]=1[N:9]1[C:17]2[CH:16]=[CH:15][N:14]=[C:13]([O:18][CH3:19])[C:12]=2[C:11]([C:20]2[CH:28]=[CH:27][C:23]([C:24](O)=[O:25])=[CH:22][CH:21]=2)=[N:10]1.Cl.CN.C1C=[C:36]2[N:38]=NN(O)C2=CC=1.O.CCN=C=NCCCN(C)C.Cl. (2) The reactants are: I[C:2]1[CH:3]=[C:4]2[C:8](=[CH:9][CH:10]=1)[N:7]([CH:11]1[CH2:16][CH2:15][CH2:14][CH2:13][O:12]1)[N:6]=[C:5]2[CH2:17][N:18]([CH3:30])[CH2:19][CH2:20][N:21]([CH3:29])[C:22](=[O:28])[O:23][C:24]([CH3:27])([CH3:26])[CH3:25].[NH:31]1[CH2:36][CH2:35][CH2:34][CH2:33][CH2:32]1. Given the product [CH3:29][N:21]([CH2:20][CH2:19][N:18]([CH3:30])[CH2:17][C:5]1[C:4]2[C:8](=[CH:9][CH:10]=[C:2]([N:31]3[CH2:36][CH2:35][CH2:34][CH2:33][CH2:32]3)[CH:3]=2)[N:7]([CH:11]2[CH2:16][CH2:15][CH2:14][CH2:13][O:12]2)[N:6]=1)[C:22](=[O:28])[O:23][C:24]([CH3:27])([CH3:26])[CH3:25], predict the reactants needed to synthesize it. (3) Given the product [F:1][CH:2]([F:11])[O:3][C:4]1[CH:10]=[CH:9][CH:8]=[C:7]2[C:5]=1[N:6]=[CH:14][CH:13]=[C:12]2[OH:18], predict the reactants needed to synthesize it. The reactants are: [F:1][CH:2]([F:11])[O:3][C:4]1[CH:10]=[CH:9][CH:8]=[CH:7][C:5]=1[NH2:6].[C:12]1([O:18]C2C=CC=CC=2)C=CC=[CH:14][CH:13]=1.CCCC(C)C. (4) Given the product [O:1]1[CH2:6][CH2:5][CH2:4][CH2:3][CH:2]1[N:7]1[CH:11]=[C:10]([C:22]2[CH:23]=[C:24]3[C:28](=[CH:29][CH:30]=2)[N:27]([CH2:31][CH:32]2[CH2:37][CH:36]4[N:38]([C:39]([O:41][CH2:42][C:43]5[CH:48]=[CH:47][CH:46]=[CH:45][CH:44]=5)=[O:40])[CH:33]2[CH2:34][CH2:35]4)[CH:26]=[CH:25]3)[CH:9]=[N:8]1, predict the reactants needed to synthesize it. The reactants are: [O:1]1[CH2:6][CH2:5][CH2:4][CH2:3][CH:2]1[N:7]1[CH:11]=[C:10](B2OC(C)(C)C(C)(C)O2)[CH:9]=[N:8]1.Br[C:22]1[CH:23]=[C:24]2[C:28](=[CH:29][CH:30]=1)[N:27]([CH2:31][CH:32]1[CH2:37][CH:36]3[N:38]([C:39]([O:41][CH2:42][C:43]4[CH:48]=[CH:47][CH:46]=[CH:45][CH:44]=4)=[O:40])[CH:33]1[CH2:34][CH2:35]3)[CH:26]=[CH:25]2.C([O-])([O-])=O.[Cs+].[Cs+]. (5) The reactants are: [C:1]([C:5]1[CH:10]=[CH:9][C:8](C(=O)C)=[CH:7][C:6]=1[OH:14])([CH3:4])([CH3:3])[CH3:2].[Br-:15].[Br-].[Br-].C[N+](C)(C)C1C=CC=CC=1.C[N+](C1C=CC=CC=1)(C)C.C[N+](C1C=CC=CC=1)(C)C.[O:48]1CC[CH2:50][CH2:49]1.CO. Given the product [Br:15][CH2:50][C:49]([C:9]1[CH:8]=[CH:7][C:6]([OH:14])=[C:5]([C:1]([CH3:2])([CH3:3])[CH3:4])[CH:10]=1)=[O:48], predict the reactants needed to synthesize it. (6) Given the product [NH2:1][C:2]1[C:7]([C:8]([NH2:10])=[O:9])=[C:6]([N:11]2[CH2:16][CH2:15][CH:14]([C:17]3[N:18]([CH2:33][CH2:61][N:62]4[CH2:65][CH2:64][CH2:63]4)[CH:19]=[C:20]([CH:22]4[CH2:23][CH2:24][CH2:25][CH2:26][CH2:27]4)[N:21]=3)[CH2:13][CH2:12]2)[N:5]=[CH:4][N:3]=1, predict the reactants needed to synthesize it. The reactants are: [NH2:1][C:2]1[C:7]([C:8]([NH2:10])=[O:9])=[C:6]([N:11]2[CH2:16][CH2:15][CH:14]([C:17]3[N:18]([CH3:33])[CH:19]=[C:20]([C:22]4[CH:27]=[CH:26][C:25](F)=[C:24](C(F)(F)F)[CH:23]=4)[N:21]=3)[CH2:13][CH2:12]2)[N:5]=[CH:4][N:3]=1.NC1C(C#N)=C(N2CCC(C3N(C[CH2:61][N:62]4[CH2:65][CH2:64][CH2:63]4)C=C(C4CCCCC4)N=3)CC2)N=CN=1. (7) Given the product [NH2:33][C:7]1[CH:6]=[C:5]([S:2]([CH3:1])(=[O:4])=[O:3])[CH:32]=[CH:31][C:8]=1[NH:9][CH:10]1[CH2:11][CH2:12][N:13]([CH2:16][CH2:17][CH:18]([C:19]2[CH:20]=[CH:21][CH:22]=[CH:23][CH:24]=2)[C:25]2[CH:26]=[CH:27][CH:28]=[CH:29][CH:30]=2)[CH2:14][CH2:15]1, predict the reactants needed to synthesize it. The reactants are: [CH3:1][S:2]([C:5]1[CH:32]=[CH:31][C:8]([NH:9][CH:10]2[CH2:15][CH2:14][N:13]([CH2:16][CH2:17][CH:18]([C:25]3[CH:30]=[CH:29][CH:28]=[CH:27][CH:26]=3)[C:19]3[CH:24]=[CH:23][CH:22]=[CH:21][CH:20]=3)[CH2:12][CH2:11]2)=[C:7]([N+:33]([O-])=O)[CH:6]=1)(=[O:4])=[O:3].Cl.